Task: Predict the product of the given reaction.. Dataset: Forward reaction prediction with 1.9M reactions from USPTO patents (1976-2016) (1) Given the reactants [Cl:1][C:2]1[CH:3]=[C:4]([N:10]2[C:14]([CH3:15])=[C:13]([CH2:16][C:17]3[CH:25]=[CH:24][C:20]([C:21](O)=[O:22])=[CH:19][CH:18]=3)[C:12]([CH3:26])=[N:11]2)[CH:5]=[CH:6][C:7]=1[C:8]#[N:9].[CH3:27][O:28][CH2:29][CH2:30][NH2:31], predict the reaction product. The product is: [Cl:1][C:2]1[CH:3]=[C:4]([N:10]2[C:14]([CH3:15])=[C:13]([CH2:16][C:17]3[CH:25]=[CH:24][C:20]([C:21]([NH:31][CH2:30][CH2:29][O:28][CH3:27])=[O:22])=[CH:19][CH:18]=3)[C:12]([CH3:26])=[N:11]2)[CH:5]=[CH:6][C:7]=1[C:8]#[N:9]. (2) The product is: [C:1]([O:5][C:6]([N:8]1[CH2:13][CH2:12][N:11]([C:14]2[N:22]([C:23]3[CH:28]=[CH:27][CH:26]=[CH:25][C:24]=3[CH2:29][OH:30])[C:21]3[C:20](=[O:31])[N:19]([CH3:32])[C:18](=[O:33])[N:17]([CH3:34])[C:16]=3[N:15]=2)[CH2:10][CH2:9]1)=[O:7])([CH3:4])([CH3:3])[CH3:2]. Given the reactants [C:1]([O:5][C:6]([N:8]1[CH2:13][CH2:12][N:11]([C:14]2[N:22]([C:23]3[CH:28]=[CH:27][CH:26]=[CH:25][C:24]=3[CH:29]=[O:30])[C:21]3[C:20](=[O:31])[N:19]([CH3:32])[C:18](=[O:33])[N:17]([CH3:34])[C:16]=3[N:15]=2)[CH2:10][CH2:9]1)=[O:7])([CH3:4])([CH3:3])[CH3:2].[BH4-].[Na+], predict the reaction product. (3) Given the reactants BrC1C=C(F)C2OC(C3CCN(C4N=CC(CCC)=CN=4)CC3)CC=2C=1.CC1(C)C(C)(C)OB(C2CCN(C(OC(C)(C)C)=O)CC=2)O1.[F:49][C:50]1[C:58]2[O:57][CH:56]([C:59]3(O)[CH2:64][CH2:63][N:62]([C:65]4[N:70]=[CH:69][C:68]([CH2:71][CH2:72][CH3:73])=[CH:67][N:66]=4)[CH2:61][CH2:60]3)[CH2:55][C:54]=2[CH:53]=[C:52]([C:75]2[CH2:80][CH2:79][N:78]([C:81]([O:83][C:84]([CH3:87])([CH3:86])[CH3:85])=[O:82])[CH2:77][CH:76]=2)[CH:51]=1, predict the reaction product. The product is: [F:49][C:50]1[C:58]2[O:57][CH:56]([CH:59]3[CH2:60][CH2:61][N:62]([C:65]4[N:70]=[CH:69][C:68]([CH2:71][CH2:72][CH3:73])=[CH:67][N:66]=4)[CH2:63][CH2:64]3)[CH2:55][C:54]=2[CH:53]=[C:52]([C:75]2[CH2:80][CH2:79][N:78]([C:81]([O:83][C:84]([CH3:85])([CH3:87])[CH3:86])=[O:82])[CH2:77][CH:76]=2)[CH:51]=1.